From a dataset of Forward reaction prediction with 1.9M reactions from USPTO patents (1976-2016). Predict the product of the given reaction. (1) Given the reactants CC1N=C(C2C=CC=C(C)N=2)C=CC=1.CC1C=CN=C(C2C=C(C)C=CN=2)C=1.CC1C=C2C(N=CC=C2)=C2C=1C=CC=N2.Cl[C:45]1[C:46]([C:54]([OH:56])=[O:55])=[N:47][C:48]([Cl:53])=[C:49]([Cl:52])[C:50]=1[Cl:51], predict the reaction product. The product is: [Cl:51][C:50]1[C:49]([Cl:52])=[C:48]([Cl:53])[N:47]=[C:46]([C:54]([OH:56])=[O:55])[CH:45]=1. (2) Given the reactants [Br:1][C:2]1[CH:10]=[CH:9][C:5]([C:6]([OH:8])=O)=[C:4]([CH2:11][CH3:12])[CH:3]=1.[CH:13]([N:16](C(C)C)CC)(C)[CH3:14].CN(C(ON1N=NC2C=CC=NC1=2)=[N+](C)C)C.F[P-](F)(F)(F)(F)F, predict the reaction product. The product is: [Br:1][C:2]1[CH:10]=[CH:9][C:5]([C:6]2[O:8][CH:14]=[CH:13][N:16]=2)=[C:4]([CH2:11][CH3:12])[CH:3]=1. (3) The product is: [C:1]([O:4][C@H:5]1[C@H:10]([O:11][C:12](=[O:14])[CH3:13])[C@@H:9]([O:15][C:16](=[O:18])[CH3:17])[C@H:8]([C:19]2[CH:24]=[CH:23][C:22]([Cl:25])=[C:21]([CH2:26][C:27]3[CH:28]=[CH:29][C:30]([C:33](=[N:51][O:50][CH2:48][CH3:49])[CH3:34])=[CH:31][CH:32]=3)[CH:20]=2)[O:7][C@@H:6]1[CH2:36][O:37][C:38](=[O:40])[CH3:39])(=[O:3])[CH3:2]. Given the reactants [C:1]([O:4][C@H:5]1[C@H:10]([O:11][C:12](=[O:14])[CH3:13])[C@@H:9]([O:15][C:16](=[O:18])[CH3:17])[C@H:8]([C:19]2[CH:24]=[CH:23][C:22]([Cl:25])=[C:21]([CH2:26][C:27]3[CH:32]=[CH:31][C:30]([C:33](=O)[CH3:34])=[CH:29][CH:28]=3)[CH:20]=2)[O:7][C@@H:6]1[CH2:36][O:37][C:38](=[O:40])[CH3:39])(=[O:3])[CH3:2].N1C=CC=CC=1.Cl.[CH2:48]([O:50][NH2:51])[CH3:49], predict the reaction product. (4) Given the reactants [C:1]([C:4]1[CH:5]=[C:6]2[C:10](=[CH:11][CH:12]=1)[NH:9][CH:8]=[CH:7]2)([OH:3])=[O:2].C(N1C=CN=C1)(N1[CH:19]=[CH:18]N=C1)=O.CCO.[H-].[Na+], predict the reaction product. The product is: [CH2:18]([O:2][C:1]([C:4]1[CH:5]=[C:6]2[C:10](=[CH:11][CH:12]=1)[NH:9][CH:8]=[CH:7]2)=[O:3])[CH3:19]. (5) Given the reactants [Cl:1][C:2]1[CH:10]=[CH:9][CH:8]=[CH:7][C:3]=1[C:4]([OH:6])=O.[F:11][C:12]1[CH:17]=[CH:16][C:15]([CH:18]([C:21]2[CH:22]=[N:23][C:24]([C:27]([F:30])([F:29])[F:28])=[CH:25][CH:26]=2)[CH2:19][NH2:20])=[CH:14][CH:13]=1, predict the reaction product. The product is: [Cl:1][C:2]1[CH:10]=[CH:9][CH:8]=[CH:7][C:3]=1[C:4]([NH:20][CH2:19][CH:18]([C:15]1[CH:14]=[CH:13][C:12]([F:11])=[CH:17][CH:16]=1)[C:21]1[CH:22]=[N:23][C:24]([C:27]([F:30])([F:28])[F:29])=[CH:25][CH:26]=1)=[O:6]. (6) Given the reactants [S:1]1[C:5]2[CH2:6][NH:7][CH2:8][CH:9]([OH:10])[C:4]=2[CH:3]=[CH:2]1.[C:11](=O)([O-])[O-].[Na+].[Na+].CI.O, predict the reaction product. The product is: [CH3:11][N:7]1[CH2:8][CH:9]([OH:10])[C:4]2[CH:3]=[CH:2][S:1][C:5]=2[CH2:6]1.